Dataset: Full USPTO retrosynthesis dataset with 1.9M reactions from patents (1976-2016). Task: Predict the reactants needed to synthesize the given product. Given the product [O:1]1[C@H:5]2[O:6][CH2:7][CH2:8][C@H:4]2[C:3](=[O:9])[CH2:2]1, predict the reactants needed to synthesize it. The reactants are: [O:1]1[C@H:5]2[O:6][CH2:7][CH2:8][C@H:4]2[C@@H:3]([OH:9])[CH2:2]1.O1[C@H]2OCC[C@H]2[C@H](O)C1.P([O-])([O-])(O)=O.[K+].[K+].Cl[O-].[Na+].